The task is: Predict the reaction yield, written as a fraction of the theoretical maximum amount of product (1.0 means a 100% yield; for example, 0.34 means a 34% yield).. This data is from Reaction yield outcomes from USPTO patents with 853,638 reactions. (1) The reactants are [NH:1]1[CH2:8][CH2:7][CH2:6][C@H:2]1[C:3]([OH:5])=[O:4].S(Cl)([Cl:11])=O.[CH3:13]O. No catalyst specified. The product is [ClH:11].[CH3:13][O:4][C:3](=[O:5])[C@@H:2]1[CH2:6][CH2:7][CH2:8][NH:1]1. The yield is 0.870. (2) The reactants are Cl.[C:2]1([CH2:8][C:9]([NH:11]N2CCNCC2)=[O:10])[CH:7]=[CH:6][CH:5]=[CH:4][CH:3]=1.[CH2:18]([C:20]1[NH:28][C:27]2[C:22](=[N:23][CH:24]=[N:25][C:26]=2Cl)[N:21]=1)[CH3:19]. No catalyst specified. The product is [CH2:18]([C:20]1[NH:28][C:27]2[C:22](=[N:23][CH:24]=[N:25][C:26]=2[N:21]2[CH2:22][CH2:27][N:11]([C:9](=[O:10])[CH2:8][C:2]3[CH:3]=[CH:4][CH:5]=[CH:6][CH:7]=3)[CH2:18][CH2:20]2)[N:21]=1)[CH3:19]. The yield is 0.270. (3) The reactants are C[O:2][C:3]([C:5]1[N:6]([C:16]2[CH:21]=[C:20]([Cl:22])[CH:19]=[CH:18][C:17]=2[N+:23]([O-])=O)[CH:7]=[C:8]([C:10]2[CH:15]=[CH:14][CH:13]=[CH:12][CH:11]=2)[CH:9]=1)=O. The catalyst is C(O)(=O)C.[Fe]. The product is [Cl:22][C:20]1[CH:21]=[C:16]2[C:17]([NH:23][C:3](=[O:2])[C:5]3[N:6]2[CH:7]=[C:8]([C:10]2[CH:15]=[CH:14][CH:13]=[CH:12][CH:11]=2)[CH:9]=3)=[CH:18][CH:19]=1. The yield is 0.550. (4) The reactants are C([N:8]1[CH2:13][CH2:12][N:11]([C:14]2[CH:19]=[CH:18][CH:17]=[CH:16][CH:15]=2)[C:10](=[O:20])[CH2:9]1)C1C=CC=CC=1. The catalyst is [Pd].C(O)(=O)C. The product is [C:14]1([N:11]2[CH2:12][CH2:13][NH:8][CH2:9][C:10]2=[O:20])[CH:15]=[CH:16][CH:17]=[CH:18][CH:19]=1. The yield is 0.960.